From a dataset of Forward reaction prediction with 1.9M reactions from USPTO patents (1976-2016). Predict the product of the given reaction. Given the reactants Br[C:2]1[N:10]([CH2:11][C:12]2[CH:17]=[CH:16][CH:15]=[CH:14][C:13]=2[C:18]([F:21])([F:20])[F:19])[C:9]2[C:8](=[O:22])[NH:7][C:6](=[O:23])[N:5]([CH3:24])[C:4]=2[N:3]=1.[NH:25]1[CH2:31][CH2:30][CH2:29][CH2:28][CH:27]([NH2:32])[CH2:26]1.C(N(CC)CC)C.[OH2:40].CS(C)=[O:43], predict the reaction product. The product is: [OH:40][C:13]([C:18]([F:21])([F:20])[F:19])=[O:43].[NH2:32][CH:27]1[CH2:28][CH2:29][CH2:30][CH2:31][N:25]([C:2]2[N:10]([CH2:11][C:12]3[CH:17]=[CH:16][CH:15]=[CH:14][C:13]=3[C:18]([F:21])([F:19])[F:20])[C:9]3[C:8](=[O:22])[NH:7][C:6](=[O:23])[N:5]([CH3:24])[C:4]=3[N:3]=2)[CH2:26]1.